From a dataset of Full USPTO retrosynthesis dataset with 1.9M reactions from patents (1976-2016). Predict the reactants needed to synthesize the given product. (1) Given the product [CH2:29]([O:12][C:11](=[O:13])[C@H:10]([CH3:14])[CH2:9][C@H:8]([NH:15][C:16]([O:18][C:19]([CH3:22])([CH3:20])[CH3:21])=[O:17])[CH2:7][C:4]1[CH:3]=[CH:2][C:1]([C:23]2[CH:24]=[CH:25][CH:26]=[CH:27][CH:28]=2)=[CH:6][CH:5]=1)[C:30]1[CH:35]=[CH:34][CH:33]=[CH:32][CH:31]=1, predict the reactants needed to synthesize it. The reactants are: [C:1]1([C:23]2[CH:28]=[CH:27][CH:26]=[CH:25][CH:24]=2)[CH:6]=[CH:5][C:4]([CH2:7][C@@H:8]([NH:15][C:16]([O:18][C:19]([CH3:22])([CH3:21])[CH3:20])=[O:17])[CH2:9][C@@H:10]([CH3:14])[C:11]([OH:13])=[O:12])=[CH:3][CH:2]=1.[CH2:29](Br)[C:30]1[CH:35]=[CH:34][CH:33]=[CH:32][CH:31]=1.C(=O)([O-])[O-].[K+].[K+].O. (2) Given the product [NH:13]1[C:10]2=[CH:11][N:12]=[C:7]([N:1]3[CH2:2][CH2:3][N:4]([CH2:17][CH2:18][C@H:19]4[C:27]5[C:22](=[CH:23][CH:24]=[CH:25][CH:26]=5)[N:21]([C:28]([NH2:30])=[O:29])[CH2:20]4)[CH2:5][CH2:6]3)[CH:8]=[C:9]2[CH:15]=[CH:14]1, predict the reactants needed to synthesize it. The reactants are: [N:1]1([C:7]2[CH:8]=[C:9]3[CH:15]=[CH:14][NH:13][C:10]3=[CH:11][N:12]=2)[CH2:6][CH2:5][NH:4][CH2:3][CH2:2]1.Br[CH2:17][CH2:18][C@H:19]1[C:27]2[C:22](=[CH:23][CH:24]=[CH:25][CH:26]=2)[N:21]([C:28]([NH2:30])=[O:29])[CH2:20]1. (3) Given the product [Cl:49][C:50]1[CH:61]=[CH:60][C:53]2[NH:54][C:55]([C@@H:57]([NH:59][C:12](=[O:14])[C:11]3[CH:15]=[CH:16][C:8]([C:6]([N:1]4[CH2:2][CH:3]=[CH:4][CH2:5]4)=[O:7])=[C:9]([CH3:17])[CH:10]=3)[CH3:58])=[N:56][C:52]=2[CH:51]=1, predict the reactants needed to synthesize it. The reactants are: [N:1]1([C:6]([C:8]2[CH:16]=[CH:15][C:11]([C:12]([OH:14])=O)=[CH:10][C:9]=2[CH3:17])=[O:7])[CH2:5][CH:4]=[CH:3][CH2:2]1.CN(C(ON1N=NC2C=CC=CC1=2)=[N+](C)C)C.[B-](F)(F)(F)F.C(N(C(C)C)CC)(C)C.[Cl:49][C:50]1[CH:61]=[CH:60][C:53]2[NH:54][C:55]([C@@H:57]([NH2:59])[CH3:58])=[N:56][C:52]=2[CH:51]=1.ClCl.